Dataset: Full USPTO retrosynthesis dataset with 1.9M reactions from patents (1976-2016). Task: Predict the reactants needed to synthesize the given product. (1) Given the product [CH2:14]([O:13][C:11]([NH:10][C@@H:5]([CH2:6][C:7]([Cl:29])=[O:8])[C:3]([O:2][CH3:1])=[O:4])=[O:12])[C:15]1[CH:20]=[CH:19][CH:18]=[CH:17][CH:16]=1, predict the reactants needed to synthesize it. The reactants are: [CH3:1][O:2][C:3]([C@@H:5]([NH:10][C:11]([O:13][CH2:14][C:15]1[CH:20]=[CH:19][CH:18]=[CH:17][CH:16]=1)=[O:12])[CH2:6][C:7](O)=[O:8])=[O:4].CN(C=O)C.C(Cl)(=O)C([Cl:29])=O. (2) Given the product [F:8][C:7]1[C:6]([NH:9][C:10]2[CH:15]=[CH:14][C:13]([I:16])=[CH:12][C:11]=2[F:17])=[C:5]([NH:18][S:25]([C:24]2[C:20]([CH3:19])=[N:21][O:22][C:23]=2[CH3:29])(=[O:27])=[O:26])[CH:4]=[CH:3][C:2]=1[F:1], predict the reactants needed to synthesize it. The reactants are: [F:1][C:2]1[C:7]([F:8])=[C:6]([NH:9][C:10]2[CH:15]=[CH:14][C:13]([I:16])=[CH:12][C:11]=2[F:17])[C:5]([NH2:18])=[CH:4][CH:3]=1.[CH3:19][C:20]1[C:24]([S:25](Cl)(=[O:27])=[O:26])=[C:23]([CH3:29])[O:22][N:21]=1. (3) Given the product [Br:1][C:2]1[CH:7]=[CH:6][C:5]([CH2:8][CH3:9])=[C:4]([S:11]([Cl:10])(=[O:13])=[O:12])[CH:3]=1, predict the reactants needed to synthesize it. The reactants are: [Br:1][C:2]1[CH:7]=[CH:6][C:5]([CH2:8][CH3:9])=[CH:4][CH:3]=1.[Cl:10][S:11](O)(=[O:13])=[O:12]. (4) The reactants are: [Cl:1][C:2]1[CH:7]=[CH:6][C:5]([C:8]2[CH:13]=[CH:12][C:11]([CH2:14][S:15][CH:16]([CH2:20][CH2:21][N:22]3[C:27](=[O:28])[C:26]4[CH:29]=[CH:30][CH:31]=[CH:32][C:25]=4[N:24]=[N:23]3)[C:17]([OH:19])=[O:18])=[CH:10][CH:9]=2)=[CH:4][CH:3]=1.[OH:33]OS([O-])=O.[K+].[OH2:39]. Given the product [Cl:1][C:2]1[CH:7]=[CH:6][C:5]([C:8]2[CH:9]=[CH:10][C:11]([CH2:14][S:15]([CH:16]([CH2:20][CH2:21][N:22]3[C:27](=[O:28])[C:26]4[CH:29]=[CH:30][CH:31]=[CH:32][C:25]=4[N:24]=[N:23]3)[C:17]([OH:19])=[O:18])(=[O:33])=[O:39])=[CH:12][CH:13]=2)=[CH:4][CH:3]=1, predict the reactants needed to synthesize it.